From a dataset of Tox21: 12 toxicity assays (nuclear receptors and stress response pathways). Binary classification across 12 toxicity assays. (1) The compound is C[C@@H]1C[C@H]2[C@@H]3C[C@H](F)C4=CC(=O)C=C[C@]4(C)[C@@]3(F)[C@@H](O)C[C@]2(C)[C@@]1(O)C(=O)CO. It tested positive (active) for: NR-AR (Androgen Receptor agonist activity), and NR-AR-LBD (Androgen Receptor Ligand Binding Domain agonist). (2) The drug is O=c1[nH]cc(F)c(=O)[nH]1. It tested positive (active) for: SR-ATAD5 (ATAD5 genotoxicity (DNA damage)), and SR-p53 (p53 tumor suppressor activation). (3) The compound is O=[N+]([O-])c1cc(Cl)c(Cl)c(Cl)c1Cl. It tested positive (active) for: NR-AR-LBD (Androgen Receptor Ligand Binding Domain agonist), SR-ARE (Antioxidant Response Element (oxidative stress)), and SR-ATAD5 (ATAD5 genotoxicity (DNA damage)).